Dataset: Full USPTO retrosynthesis dataset with 1.9M reactions from patents (1976-2016). Task: Predict the reactants needed to synthesize the given product. (1) Given the product [Br:9][CH2:7][C:6](=[O:8])[CH2:5][CH:1]1[CH2:4][CH2:3][CH2:2]1, predict the reactants needed to synthesize it. The reactants are: [CH:1]1([CH2:5][C:6](=[O:8])[CH3:7])[CH2:4][CH2:3][CH2:2]1.[Br:9]Br. (2) Given the product [NH2:33][C:32]1[C:31]([NH2:41])=[CH:30][S:29][C:28]=1[C:25]1[CH:24]=[CH:23][C:22]([C:10]2[S:11][CH:12]=[C:13]([NH2:14])[C:9]=2[NH2:8])=[CH:27][CH:26]=1, predict the reactants needed to synthesize it. The reactants are: C(OC([NH:8][C:9]1[C:13]([NH:14]C(OC(C)(C)C)=O)=[CH:12][S:11][C:10]=1[C:22]1[CH:27]=[CH:26][C:25]([C:28]2[S:29][CH:30]=[C:31]([NH:41]C(OC(C)(C)C)=O)[C:32]=2[NH:33]C(=O)OC(C)(C)C)=[CH:24][CH:23]=1)=O)(C)(C)C.FC(F)(F)C(O)=O.C(=O)([O-])[O-].[Na+].[Na+]. (3) Given the product [CH3:14][O:13][C:11]1[CH:10]=[C:9]([CH2:15][CH2:16][C:17]2[CH:18]=[C:19]([NH:22][C:36]([C:33]3[CH:34]=[N:35][C:30]([CH:27]4[CH2:28][CH2:29][N:24]([CH3:23])[CH2:25][CH2:26]4)=[N:31][CH:32]=3)=[O:37])[NH:20][N:21]=2)[CH:8]=[C:7]([O:6][CH3:5])[CH:12]=1, predict the reactants needed to synthesize it. The reactants are: C[Al](C)C.[CH3:5][O:6][C:7]1[CH:8]=[C:9]([CH2:15][CH2:16][C:17]2[CH:18]=[C:19]([NH2:22])[NH:20][N:21]=2)[CH:10]=[C:11]([O:13][CH3:14])[CH:12]=1.[CH3:23][N:24]1[CH2:29][CH2:28][CH:27]([C:30]2[N:35]=[CH:34][C:33]([C:36](OC)=[O:37])=[CH:32][N:31]=2)[CH2:26][CH2:25]1.Cl. (4) Given the product [C:14]([O:13][C:11]([N:9]1[CH2:8][CH2:7][N:6]2[C:2]([Br:1])=[C:3]([C:23]3[CH:28]=[CH:27][CH:26]=[C:25]([F:29])[CH:24]=3)[C:4]([C:18]([OH:20])=[O:19])=[C:5]2[CH2:10]1)=[O:12])([CH3:17])([CH3:15])[CH3:16], predict the reactants needed to synthesize it. The reactants are: [Br:1][C:2]1[N:6]2[CH2:7][CH2:8][N:9]([C:11]([O:13][C:14]([CH3:17])([CH3:16])[CH3:15])=[O:12])[CH2:10][C:5]2=[C:4]([C:18]([O:20]CC)=[O:19])[C:3]=1[C:23]1[CH:28]=[CH:27][CH:26]=[C:25]([F:29])[CH:24]=1.[OH-].[Na+].S(=O)(=O)(O)O. (5) Given the product [C:1]([O:5][C:6](=[O:21])[CH2:7][C@@H:8]([CH2:12][CH2:13][CH2:14][C:15]1[CH:16]=[CH:17][CH:18]=[CH:19][CH:20]=1)[C:9]([OH:11])=[O:10])([CH3:4])([CH3:2])[CH3:3], predict the reactants needed to synthesize it. The reactants are: [C:1]([O:5][C:6](=[O:21])[CH2:7]/[C:8](=[CH:12]\[CH2:13][CH2:14][C:15]1[CH:20]=[CH:19][CH:18]=[CH:17][CH:16]=1)/[C:9]([OH:11])=[O:10])([CH3:4])([CH3:3])[CH3:2]. (6) Given the product [CH2:1]([O:8][C:9]1[CH:18]=[C:17]2[C:12]([C:13]([O:19][C:20]3[CH:21]=[C:22]4[C:26](=[CH:27][CH:28]=3)[N:25]([C:33]([O:35][C:36]([CH3:39])([CH3:38])[CH3:37])=[O:34])[C:24]([CH3:29])=[C:23]4[CH3:30])=[N:14][CH:15]=[N:16]2)=[CH:11][C:10]=1[O:31][CH3:32])[C:2]1[CH:7]=[CH:6][CH:5]=[CH:4][CH:3]=1, predict the reactants needed to synthesize it. The reactants are: [CH2:1]([O:8][C:9]1[CH:18]=[C:17]2[C:12]([C:13]([O:19][C:20]3[CH:21]=[C:22]4[C:26](=[CH:27][CH:28]=3)[NH:25][C:24]([CH3:29])=[C:23]4[CH3:30])=[N:14][CH:15]=[N:16]2)=[CH:11][C:10]=1[O:31][CH3:32])[C:2]1[CH:7]=[CH:6][CH:5]=[CH:4][CH:3]=1.[C:33](O[C:33]([O:35][C:36]([CH3:39])([CH3:38])[CH3:37])=[O:34])([O:35][C:36]([CH3:39])([CH3:38])[CH3:37])=[O:34].